Dataset: Forward reaction prediction with 1.9M reactions from USPTO patents (1976-2016). Task: Predict the product of the given reaction. Given the reactants [NH:1]([C:9]([O:11][C:12]([CH3:15])([CH3:14])[CH3:13])=[O:10])[C:2]([O:4][C:5]([CH3:8])([CH3:7])[CH3:6])=[O:3].CC(C)([O-])C.[K+].[CH2:22]([O:29][C:30]1[CH:35]=[CH:34][CH:33]=[CH:32][C:31]=1[CH2:36]Cl)[C:23]1[CH:28]=[CH:27][CH:26]=[CH:25][CH:24]=1.O, predict the reaction product. The product is: [C:12]([O:11][C:9]([N:1]([CH2:36][C:31]1[CH:32]=[CH:33][CH:34]=[CH:35][C:30]=1[O:29][CH2:22][C:23]1[CH:28]=[CH:27][CH:26]=[CH:25][CH:24]=1)[C:2]([O:4][C:5]([CH3:6])([CH3:7])[CH3:8])=[O:3])=[O:10])([CH3:15])([CH3:14])[CH3:13].